From a dataset of Forward reaction prediction with 1.9M reactions from USPTO patents (1976-2016). Predict the product of the given reaction. (1) Given the reactants [NH2:1][NH2:2].[C:3]([C:11]1[CH:16]=[CH:15][CH:14]=[CH:13][CH:12]=1)(=O)[C:4]1[CH:9]=[CH:8][CH:7]=[CH:6][CH:5]=1, predict the reaction product. The product is: [C:4]1([C:3]([C:11]2[CH:16]=[CH:15][CH:14]=[CH:13][CH:12]=2)=[N+:1]=[N-:2])[CH:9]=[CH:8][CH:7]=[CH:6][CH:5]=1. (2) Given the reactants C[O:2][C:3](=O)[CH:4]([CH:10]([CH3:13])[CH:11]=O)[CH2:5][C:6]([O:8][CH3:9])=[O:7].C(O)(=O)C.O.[NH2:20][NH2:21], predict the reaction product. The product is: [CH3:9][O:8][C:6](=[O:7])[CH2:5][CH:4]1[CH:10]([CH3:13])[CH:11]=[N:21][NH:20][C:3]1=[O:2]. (3) Given the reactants [CH3:1][C:2]1([CH3:22])[C:10]2=[CH:11][C:12]3[NH:13][C:14]4[C:19]([C:20]=3[CH:21]=[C:9]2[C:8]2[C:3]1=[CH:4][CH:5]=[CH:6][CH:7]=2)=[CH:18][CH:17]=[CH:16][CH:15]=4.Br[C:24]1[CH:29]=[CH:28][C:27]([C:30]2[CH:35]=[CH:34][C:33](Br)=[CH:32][CH:31]=2)=[CH:26][CH:25]=1.[CH3:37][C:38]([O-])([CH3:40])[CH3:39].[Na+].[C:52](P([C:52]([CH3:55])([CH3:54])[CH3:53])[C:52]([CH3:55])([CH3:54])[CH3:53])([CH3:55])([CH3:54])[CH3:53], predict the reaction product. The product is: [CH3:1][C:2]1([CH3:22])[C:10]2=[CH:11][C:12]3[N:13]([C:24]4[CH:29]=[CH:28][C:27]([C:30]5[CH:35]=[CH:34][C:33]([N:13]6[C:12]7[CH:11]=[C:10]8[C:52]([CH3:53])([CH3:54])[C:55]9[C:8]([C:9]8=[CH:21][C:40]=7[C:38]7[C:39]6=[CH:3][CH:2]=[CH:1][CH:37]=7)=[CH:7][CH:6]=[CH:5][CH:4]=9)=[CH:32][CH:31]=5)=[CH:26][CH:25]=4)[C:14]4[C:19]([C:20]=3[CH:21]=[C:9]2[C:8]2[C:3]1=[CH:4][CH:5]=[CH:6][CH:7]=2)=[CH:18][CH:17]=[CH:16][CH:15]=4. (4) Given the reactants [NH:1]1[CH2:5][CH2:4][CH:3]([C:6]2[CH:7]=[N:8][CH:9]=[CH:10][CH:11]=2)[CH2:2]1.[Cl:12][C:13]1[CH:18]=[CH:17][C:16]([C:19]2[O:23][N:22]=[CH:21][C:20]=2[C:24](O)=[O:25])=[CH:15][CH:14]=1.ON1C2C=CC=CC=2N=N1.Cl.C(N=C=NCCCN(C)C)C, predict the reaction product. The product is: [Cl:12][C:13]1[CH:14]=[CH:15][C:16]([C:19]2[O:23][N:22]=[CH:21][C:20]=2[C:24]([N:1]2[CH2:5][CH2:4][CH:3]([C:6]3[CH:7]=[N:8][CH:9]=[CH:10][CH:11]=3)[CH2:2]2)=[O:25])=[CH:17][CH:18]=1. (5) Given the reactants C([O:3][C:4]([C:6]1[CH:10]=[C:9]([CH3:11])[N:8]([C:12]2[CH:13]=[C:14]([C:18]3[CH:23]=[CH:22][CH:21]=[CH:20][C:19]=3[O:24][C:25]([F:28])([F:27])[F:26])[CH:15]=[CH:16][CH:17]=2)[N:7]=1)=O)C.CC(C[AlH]CC(C)C)C.C1(C)C=CC=CC=1.[O-]S([O-])(=O)=O.[Mg+2].[NH4+].[Cl-], predict the reaction product. The product is: [CH3:11][C:9]1[N:8]([C:12]2[CH:13]=[C:14]([C:18]3[CH:23]=[CH:22][CH:21]=[CH:20][C:19]=3[O:24][C:25]([F:27])([F:28])[F:26])[CH:15]=[CH:16][CH:17]=2)[N:7]=[C:6]([CH2:4][OH:3])[CH:10]=1. (6) Given the reactants [F:1][C:2]([F:26])([F:25])[CH2:3][NH:4][C:5]([C:7]1([CH2:20][CH2:21][CH2:22][CH2:23]Br)[C:19]2[CH:18]=[CH:17][CH:16]=[CH:15][C:14]=2[C:13]2[C:8]1=[CH:9][CH:10]=[CH:11][CH:12]=2)=[O:6].[CH3:27][O:28][C:29]1[CH:30]=[CH:31][CH:32]=[C:33]2[C:38]=1[N:37]=[C:36]([N:39]1[CH2:44][CH2:43][NH:42][CH2:41][CH2:40]1)[CH:35]=[CH:34]2, predict the reaction product. The product is: [F:1][C:2]([F:26])([F:25])[CH2:3][NH:4][C:5]([C:7]1([CH2:20][CH2:21][CH2:22][CH2:23][N:42]2[CH2:43][CH2:44][N:39]([C:36]3[CH:35]=[CH:34][C:33]4[C:38](=[C:29]([O:28][CH3:27])[CH:30]=[CH:31][CH:32]=4)[N:37]=3)[CH2:40][CH2:41]2)[C:19]2[CH:18]=[CH:17][CH:16]=[CH:15][C:14]=2[C:13]2[C:8]1=[CH:9][CH:10]=[CH:11][CH:12]=2)=[O:6]. (7) Given the reactants [Cl:1][C:2]1[C:3]([O:12][C:13]2[CH:14]=[N:15][C:16]([CH:20]3[CH2:22][CH2:21]3)=[C:17]([Cl:19])[CH:18]=2)=[CH:4][C:5]([F:11])=[C:6]([CH:10]=1)[C:7]([OH:9])=O.CCN=C=NCCCN(C)C.Cl.[CH:35]1([S:38]([NH2:41])(=[O:40])=[O:39])[CH2:37][CH2:36]1.C(N(CC)C(C)C)(C)C, predict the reaction product. The product is: [Cl:1][C:2]1[C:3]([O:12][C:13]2[CH:14]=[N:15][C:16]([CH:20]3[CH2:22][CH2:21]3)=[C:17]([Cl:19])[CH:18]=2)=[CH:4][C:5]([F:11])=[C:6]([CH:10]=1)[C:7]([NH:41][S:38]([CH:35]1[CH2:37][CH2:36]1)(=[O:40])=[O:39])=[O:9].